From a dataset of Catalyst prediction with 721,799 reactions and 888 catalyst types from USPTO. Predict which catalyst facilitates the given reaction. Reactant: C(O[C:6](=O)[N:7]([C:9]1[CH:14]=[CH:13][C:12]([C:15]2[N:16]=[C:17]([N:35]3[CH2:40][CH2:39][O:38][CH2:37][CH2:36]3)[C:18]3[N:23]=[C:22]([CH2:24][N:25]4[CH2:30][CH2:29][N:28]([S:31]([CH3:34])(=[O:33])=[O:32])[CH2:27][CH2:26]4)[S:21][C:19]=3[N:20]=2)=[CH:11][N:10]=1)C)(C)(C)C. Product: [CH3:6][NH:7][C:9]1[CH:14]=[CH:13][C:12]([C:15]2[N:16]=[C:17]([N:35]3[CH2:40][CH2:39][O:38][CH2:37][CH2:36]3)[C:18]3[N:23]=[C:22]([CH2:24][N:25]4[CH2:30][CH2:29][N:28]([S:31]([CH3:34])(=[O:33])=[O:32])[CH2:27][CH2:26]4)[S:21][C:19]=3[N:20]=2)=[CH:11][N:10]=1. The catalyst class is: 330.